This data is from Full USPTO retrosynthesis dataset with 1.9M reactions from patents (1976-2016). The task is: Predict the reactants needed to synthesize the given product. (1) The reactants are: [CH:1](NC(C)C)(C)C.C([Li])CCC.[O:13]1[C:17]2([CH2:22][CH2:21][CH:20]([C:23]([O:25][CH2:26][CH3:27])=[O:24])[CH2:19][CH2:18]2)[O:16][CH2:15][CH2:14]1.CI. Given the product [CH3:1][C:20]1([C:23]([O:25][CH2:26][CH3:27])=[O:24])[CH2:21][CH2:22][C:17]2([O:16][CH2:15][CH2:14][O:13]2)[CH2:18][CH2:19]1, predict the reactants needed to synthesize it. (2) Given the product [C:1]([O:5][C:6]([N:8]1[CH2:13][CH2:12][C@H:11]([NH:14][C:15]([C:17]2[NH:18][C:19]([CH3:24])=[C:20]([Cl:23])[C:21]=2[Cl:22])=[O:16])[C@H:10]([CH2:25][O:26][S:27]([C:30]2[CH:36]=[CH:35][C:33]([CH3:34])=[CH:32][CH:31]=2)(=[O:29])=[O:28])[CH2:9]1)=[O:7])([CH3:4])([CH3:3])[CH3:2], predict the reactants needed to synthesize it. The reactants are: [C:1]([O:5][C:6]([N:8]1[CH2:13][CH2:12][C@H:11]([NH:14][C:15]([C:17]2[NH:18][C:19]([CH3:24])=[C:20]([Cl:23])[C:21]=2[Cl:22])=[O:16])[C@H:10]([CH2:25][OH:26])[CH2:9]1)=[O:7])([CH3:4])([CH3:3])[CH3:2].[S:27](Cl)([C:30]1[CH:36]=[CH:35][C:33]([CH3:34])=[CH:32][CH:31]=1)(=[O:29])=[O:28]. (3) The reactants are: FC(F)(F)S(O[C:7]1[CH:8]=[C:9]2[C@@:20]3([CH2:24][O:23][C:22]([NH2:25])=[N:21]3)[C:19]3[C:14](=[N:15][CH:16]=[C:17]([C:26]4[CH:31]=[CH:30][C:29]([CH3:32])=[CH:28][CH:27]=4)[CH:18]=3)[O:13][C:10]2=[CH:11][CH:12]=1)(=O)=O.CN(C=O)C.C(NC(C)C)(C)C.[CH3:47][C:48]([OH:52])([C:50]#[CH:51])[CH3:49]. Given the product [NH2:25][C:22]1[O:23][CH2:24][C@:20]2([C:19]3[C:14](=[N:15][CH:16]=[C:17]([C:26]4[CH:31]=[CH:30][C:29]([CH3:32])=[CH:28][CH:27]=4)[CH:18]=3)[O:13][C:10]3[C:9]2=[CH:8][C:7]([C:51]#[C:50][C:48]([CH3:49])([OH:52])[CH3:47])=[CH:12][CH:11]=3)[N:21]=1, predict the reactants needed to synthesize it. (4) Given the product [C:20]([O:1][CH:2]1[CH2:3][N:4]([C:6]([O:8][C:9]([CH3:12])([CH3:11])[CH3:10])=[O:7])[CH2:5]1)(=[O:22])[CH3:21], predict the reactants needed to synthesize it. The reactants are: [OH:1][CH:2]1[CH2:5][N:4]([C:6]([O:8][C:9]([CH3:12])([CH3:11])[CH3:10])=[O:7])[CH2:3]1.C(N(CC)CC)C.[C:20](OC(=O)C)(=[O:22])[CH3:21]. (5) The reactants are: Br[C:2]1[CH:3]=[C:4]([O:9][CH:10]([F:12])[F:11])[C:5]([NH2:8])=[N:6][CH:7]=1.[CH3:13][C:14]1([CH3:30])[C:18]([CH3:20])([CH3:19])[O:17][B:16]([B:16]2[O:17][C:18]([CH3:20])([CH3:19])[C:14]([CH3:30])([CH3:13])[O:15]2)[O:15]1.C1(P(C2CCCCC2)C2CCCCC2)CCCCC1.C([O-])(=O)C.[K+]. Given the product [F:11][CH:10]([F:12])[O:9][C:4]1[C:5]([NH2:8])=[N:6][CH:7]=[C:2]([B:16]2[O:17][C:18]([CH3:20])([CH3:19])[C:14]([CH3:30])([CH3:13])[O:15]2)[CH:3]=1, predict the reactants needed to synthesize it. (6) Given the product [F:26][C:12]1[CH:11]=[C:10]([C:27]2[C:32]([OH:38])=[CH:31][CH:30]=[C:29]([F:33])[CH:28]=2)[CH:9]=[CH:14][C:13]=1[S:15]([C:18]1[CH:23]=[CH:22][C:21]([O:24][CH3:25])=[CH:20][CH:19]=1)(=[O:16])=[O:17], predict the reactants needed to synthesize it. The reactants are: C(O[C:9]1[CH:14]=[C:13]([S:15]([C:18]2[CH:23]=[CH:22][C:21]([O:24][CH3:25])=[CH:20][CH:19]=2)(=[O:17])=[O:16])[C:12]([F:26])=[CH:11][C:10]=1[C:27]1[CH:32]=[CH:31][CH:30]=[C:29]([F:33])[CH:28]=1)C1C=CC=CC=1.[H][H].C(O)(=[O:38])C. (7) Given the product [Cl:16][C:17]1[CH:22]=[CH:21][C:20]([O:23][CH3:24])=[CH:19][C:18]=1[CH:25]([CH3:28])[CH:26]([C:6]1[CH:5]=[CH:4][N:3]=[C:2]([Cl:1])[CH:7]=1)[OH:27], predict the reactants needed to synthesize it. The reactants are: [Cl:1][C:2]1[CH:7]=[C:6](I)[CH:5]=[CH:4][N:3]=1.C([Mg]Cl)(C)C.[Cl-].[Li+].[Cl:16][C:17]1[CH:22]=[CH:21][C:20]([O:23][CH3:24])=[CH:19][C:18]=1[CH:25]([CH3:28])[CH:26]=[O:27].O. (8) Given the product [OH:16][C:18]1([CH2:17][NH:10][CH3:9])[CH2:23][CH2:22][N:21]([C:24]([O:26][C:27]([CH3:30])([CH3:29])[CH3:28])=[O:25])[CH2:20][CH2:19]1, predict the reactants needed to synthesize it. The reactants are: CC(C1C2(CC[N:10](C([O-])=O)[CH2:9]C2)O1)(C)C.[O:16]1[C:18]2([CH2:23][CH2:22][N:21]([C:24]([O:26][C:27]([CH3:30])([CH3:29])[CH3:28])=[O:25])[CH2:20][CH2:19]2)[CH2:17]1.CN.